This data is from Catalyst prediction with 721,799 reactions and 888 catalyst types from USPTO. The task is: Predict which catalyst facilitates the given reaction. (1) Product: [C:1]1([C:7]2[N:8]=[N:9][N:10]([CH2:13][C:14]#[N:15])[N:11]=2)[CH:2]=[CH:3][CH:4]=[CH:5][CH:6]=1. Reactant: [C:1]1([C:7]2[NH:11][N:10]=[N:9][N:8]=2)[CH:6]=[CH:5][CH:4]=[CH:3][CH:2]=1.Cl[CH2:13][C:14]#[N:15].CN(C)C=O.C(=O)([O-])[O-].[K+].[K+]. The catalyst class is: 6. (2) Reactant: [N:1]1[CH:5]=[C:4]([CH2:6][NH:7][C:8]2[CH:13]=[CH:12][C:11]([O:14][C:15]([F:18])([F:17])[F:16])=[CH:10][CH:9]=2)[NH:3][CH:2]=1.CO[C:21]([CH3:23])=[CH2:22].FC(F)(F)C(O)=O.C(O[BH-](OC(=O)C)OC(=O)C)(=O)C.[Na+].[OH-].[Na+]. Product: [N:1]1[CH:5]=[C:4]([CH2:6][N:7]([CH:21]([CH3:23])[CH3:22])[C:8]2[CH:9]=[CH:10][C:11]([O:14][C:15]([F:16])([F:17])[F:18])=[CH:12][CH:13]=2)[NH:3][CH:2]=1. The catalyst class is: 26. (3) Reactant: [CH:1]([NH:3][C@H:4]([CH2:8][C:9]1[S:10][CH:11]=[CH:12][CH:13]=1)[C:5](O)=[O:6])=O.[BH4-].[Na+].II.CO. Product: [CH3:1][NH:3][C@H:4]([CH2:8][C:9]1[S:10][CH:11]=[CH:12][CH:13]=1)[CH2:5][OH:6]. The catalyst class is: 7. (4) Reactant: [F:1][C:2]1[CH:7]=[CH:6][CH:5]=[C:4]([CH3:8])[C:3]=1[F:9].[Br:10]Br. Product: [Br:10][C:5]1[CH:6]=[CH:7][C:2]([F:1])=[C:3]([F:9])[C:4]=1[CH3:8]. The catalyst class is: 292. (5) Reactant: [Cl:1][C:2]1[CH:7]=[CH:6][C:5]([C@H:8](O)[CH3:9])=[CH:4][CH:3]=1.[CH2:11]([O:13][C:14]([CH:16]([C:22]([O:24][CH2:25][CH3:26])=[O:23])[C:17]([O:19][CH2:20][CH3:21])=[O:18])=[O:15])[CH3:12].CP(C)C.C1COCC1.CC(OC(/N=N/C(OC(C)C)=O)=O)C. Product: [Cl:1][C:2]1[CH:7]=[CH:6][C:5]([C@H:8]([CH3:9])[C:16]([C:22]([O:24][CH2:25][CH3:26])=[O:23])([C:14]([O:13][CH2:11][CH3:12])=[O:15])[C:17]([O:19][CH2:20][CH3:21])=[O:18])=[CH:4][CH:3]=1. The catalyst class is: 11. (6) Reactant: CS([O:5][CH2:6][CH2:7][CH2:8][C:9]1[O:13][N:12]=[C:11]([C:14]2[CH:19]=[CH:18][C:17]([C:20]([F:23])([F:22])[F:21])=[CH:16][CH:15]=2)[CH:10]=1)(=O)=O.[I-].[Na+].O[C:27]1[CH:31]=[C:30]([C:32]([O:34]C)=[O:33])[N:29]([CH3:36])[N:28]=1.C(=O)([O-])[O-].[K+].[K+].Cl. Product: [CH3:36][N:29]1[C:30]([C:32]([OH:34])=[O:33])=[CH:31][C:27]([O:5][CH2:6][CH2:7][CH2:8][C:9]2[O:13][N:12]=[C:11]([C:14]3[CH:19]=[CH:18][C:17]([C:20]([F:23])([F:22])[F:21])=[CH:16][CH:15]=3)[CH:10]=2)=[N:28]1. The catalyst class is: 9.